From a dataset of Forward reaction prediction with 1.9M reactions from USPTO patents (1976-2016). Predict the product of the given reaction. (1) The product is: [CH2:1]([O:3][C:4](=[O:14])[CH2:5][C:6]1[C:17]([CH3:18])=[CH:16][N:8]2[C:7]=1[CH:12]=[CH:11][C:10]([F:13])=[CH:9]2)[CH3:2]. Given the reactants [CH2:1]([O:3][C:4](=[O:14])[CH2:5][CH2:6][C:7]1[CH:12]=[CH:11][C:10]([F:13])=[CH:9][N:8]=1)[CH3:2].Br[CH2:16][C:17](=O)[CH3:18].N1C=CC=CC=1, predict the reaction product. (2) Given the reactants [CH:1]1([NH:4][C:5]([CH:7]2[CH2:9][CH2:8]2)=O)[CH2:3][CH2:2]1.O(C)S(C(F)(F)F)(=O)=O.[CH2:19]([C:24]12[CH2:31][CH2:30][C:27]([C:32]([NH:34][NH2:35])=O)([CH2:28][CH2:29]1)[CH2:26][CH2:25]2)[CH2:20][CH2:21][CH2:22][CH3:23].CN(C=O)C.C(N(CC)CC)C, predict the reaction product. The product is: [CH:7]1([C:5]2[N:4]([CH:1]3[CH2:3][CH2:2]3)[C:32]([C:27]34[CH2:28][CH2:29][C:24]([CH2:19][CH2:20][CH2:21][CH2:22][CH3:23])([CH2:31][CH2:30]3)[CH2:25][CH2:26]4)=[N:34][N:35]=2)[CH2:9][CH2:8]1. (3) Given the reactants [F:1][C:2]1[CH:7]=[CH:6][C:5]([NH:8][C:9]([N:11]2[C:19]3[C:14](=[CH:15][C:16]([O:20][C:21]4[N:26]=[CH:25][N:24]=[C:23]([CH2:27][N:28]5[CH2:33][CH2:32][CH:31]([C:34]([O:36]C)=[O:35])[CH2:30][CH2:29]5)[CH:22]=4)=[CH:17][CH:18]=3)[CH:13]=[CH:12]2)=[O:10])=[CH:4][C:3]=1[C:38]([F:41])([F:40])[F:39], predict the reaction product. The product is: [F:1][C:2]1[CH:7]=[CH:6][C:5]([NH:8][C:9]([N:11]2[C:19]3[C:14](=[CH:15][C:16]([O:20][C:21]4[N:26]=[CH:25][N:24]=[C:23]([CH2:27][N:28]5[CH2:33][CH2:32][CH:31]([C:34]([OH:36])=[O:35])[CH2:30][CH2:29]5)[CH:22]=4)=[CH:17][CH:18]=3)[CH:13]=[CH:12]2)=[O:10])=[CH:4][C:3]=1[C:38]([F:41])([F:39])[F:40].